This data is from NCI-60 drug combinations with 297,098 pairs across 59 cell lines. The task is: Regression. Given two drug SMILES strings and cell line genomic features, predict the synergy score measuring deviation from expected non-interaction effect. (1) Drug 1: CC1=CC=C(C=C1)C2=CC(=NN2C3=CC=C(C=C3)S(=O)(=O)N)C(F)(F)F. Drug 2: CN1C(=O)N2C=NC(=C2N=N1)C(=O)N. Cell line: RPMI-8226. Synergy scores: CSS=3.60, Synergy_ZIP=0.358, Synergy_Bliss=4.39, Synergy_Loewe=1.43, Synergy_HSA=2.00. (2) Drug 1: CCC1(CC2CC(C3=C(CCN(C2)C1)C4=CC=CC=C4N3)(C5=C(C=C6C(=C5)C78CCN9C7C(C=CC9)(C(C(C8N6C)(C(=O)OC)O)OC(=O)C)CC)OC)C(=O)OC)O.OS(=O)(=O)O. Drug 2: CCCCCOC(=O)NC1=NC(=O)N(C=C1F)C2C(C(C(O2)C)O)O. Cell line: A498. Synergy scores: CSS=8.40, Synergy_ZIP=-3.05, Synergy_Bliss=-2.65, Synergy_Loewe=-1.63, Synergy_HSA=-1.76. (3) Drug 1: CCCCC(=O)OCC(=O)C1(CC(C2=C(C1)C(=C3C(=C2O)C(=O)C4=C(C3=O)C=CC=C4OC)O)OC5CC(C(C(O5)C)O)NC(=O)C(F)(F)F)O. Drug 2: C1=CN(C=N1)CC(O)(P(=O)(O)O)P(=O)(O)O. Cell line: CAKI-1. Synergy scores: CSS=29.4, Synergy_ZIP=-3.34, Synergy_Bliss=-1.25, Synergy_Loewe=-2.01, Synergy_HSA=-0.812. (4) Drug 1: C1CC(=O)NC(=O)C1N2CC3=C(C2=O)C=CC=C3N. Drug 2: CC1CCCC2(C(O2)CC(NC(=O)CC(C(C(=O)C(C1O)C)(C)C)O)C(=CC3=CSC(=N3)C)C)C. Cell line: HOP-62. Synergy scores: CSS=11.4, Synergy_ZIP=0.347, Synergy_Bliss=2.04, Synergy_Loewe=4.16, Synergy_HSA=2.20. (5) Drug 1: CC1=C(C=C(C=C1)NC2=NC=CC(=N2)N(C)C3=CC4=NN(C(=C4C=C3)C)C)S(=O)(=O)N.Cl. Drug 2: C1=NC2=C(N=C(N=C2N1C3C(C(C(O3)CO)O)F)Cl)N. Cell line: SK-OV-3. Synergy scores: CSS=7.08, Synergy_ZIP=-1.33, Synergy_Bliss=-4.39, Synergy_Loewe=-35.4, Synergy_HSA=-5.98.